Dataset: Catalyst prediction with 721,799 reactions and 888 catalyst types from USPTO. Task: Predict which catalyst facilitates the given reaction. (1) Reactant: [Br:1][C:2]1[CH:3]=[CH:4][C:5]2[C:6](=O)[C:7]3[C:12]([C:13]=2[CH:14]=1)=[CH:11][C:10]([Br:15])=[CH:9][CH:8]=3.O.NN.[OH-].[K+].Cl. Product: [Br:1][C:2]1[CH:3]=[CH:4][C:5]2[CH2:6][C:7]3[C:12]([C:13]=2[CH:14]=1)=[CH:11][C:10]([Br:15])=[CH:9][CH:8]=3. The catalyst class is: 746. (2) Reactant: N1C=CN=C1.C([O:9][C:10]1[CH:15]=[CH:14][C:13]([CH:16]2[C:25](=[O:26])[C:24]3[C:19](=[C:20]([Br:31])[C:21]([O:27]C(=O)C)=[CH:22][CH:23]=3)[O:18][CH2:17]2)=[CH:12][CH:11]=1)(=O)C. Product: [OH:9][C:10]1[CH:11]=[CH:12][C:13]([CH:16]2[C:25](=[O:26])[C:24]3[C:19](=[C:20]([Br:31])[C:21]([OH:27])=[CH:22][CH:23]=3)[O:18][CH2:17]2)=[CH:14][CH:15]=1. The catalyst class is: 8. (3) Reactant: [Cl:1][C:2]1[CH:7]=[CH:6][C:5]([C:8]2([C:14]#[N:15])[CH2:13][CH2:12][CH2:11][CH2:10][CH2:9]2)=[CH:4][CH:3]=1.Cl. Product: [Cl:1][C:2]1[CH:3]=[CH:4][C:5]([C:8]2([CH2:14][NH2:15])[CH2:13][CH2:12][CH2:11][CH2:10][CH2:9]2)=[CH:6][CH:7]=1. The catalyst class is: 1. (4) Product: [Br:23][C:20]1[CH:21]=[CH:22][C:17]([CH2:16][NH:15][C:14]([C:8]2[CH:9]=[CH:10][C:11]([Cl:13])=[CH:12][C:7]=2[O:6][CH2:5][C:4]([OH:26])=[O:3])=[O:25])=[C:18]([F:24])[CH:19]=1. Reactant: C([O:3][C:4](=[O:26])[CH2:5][O:6][C:7]1[CH:12]=[C:11]([Cl:13])[CH:10]=[CH:9][C:8]=1[C:14](=[O:25])[NH:15][CH2:16][C:17]1[CH:22]=[CH:21][C:20]([Br:23])=[CH:19][C:18]=1[F:24])C.[OH-].[Na+].Cl. The catalyst class is: 162. (5) Reactant: [F:1][CH:2]([F:10])[C:3](=O)[CH2:4][C:5](OC)=[O:6].[CH3:11][NH:12][NH2:13]. Product: [F:1][CH:2]([F:10])[C:3]1[CH:4]=[C:5]([OH:6])[N:12]([CH3:11])[N:13]=1. The catalyst class is: 5. (6) Reactant: [CH2:1]([O:8][C:9]([CH:11]([CH2:19][CH2:20][C@H:21]([NH:29][C:30]([O:32][C:33]([CH3:36])([CH3:35])[CH3:34])=[O:31])[C:22]([O:24][C:25]([CH3:28])([CH3:27])[CH3:26])=[O:23])[C:12]([O:14][C:15]([CH3:18])([CH3:17])[CH3:16])=[O:13])=[O:10])[C:2]1[CH:7]=[CH:6][CH:5]=[CH:4][CH:3]=1.[H-].[Na+].[N+:39]([C:42]1[CH:49]=[CH:48][C:45]([CH2:46]Br)=[CH:44][CH:43]=1)([O-:41])=[O:40]. Product: [C:33]([O:32][C:30]([NH:29][C@H:21]([C:22]([O:24][C:25]([CH3:26])([CH3:27])[CH3:28])=[O:23])[CH2:20][CH2:19][C@@:11]([C:12]([O:14][C:15]([CH3:18])([CH3:17])[CH3:16])=[O:13])([C:9]([O:8][CH2:1][C:2]1[CH:3]=[CH:4][CH:5]=[CH:6][CH:7]=1)=[O:10])[CH2:46][C:45]1[CH:48]=[CH:49][C:42]([N+:39]([O-:41])=[O:40])=[CH:43][CH:44]=1)=[O:31])([CH3:36])([CH3:35])[CH3:34]. The catalyst class is: 3.